This data is from Merck oncology drug combination screen with 23,052 pairs across 39 cell lines. The task is: Regression. Given two drug SMILES strings and cell line genomic features, predict the synergy score measuring deviation from expected non-interaction effect. (1) Drug 1: CC(=O)OC1C(=O)C2(C)C(O)CC3OCC3(OC(C)=O)C2C(OC(=O)c2ccccc2)C2(O)CC(OC(=O)C(O)C(NC(=O)c3ccccc3)c3ccccc3)C(C)=C1C2(C)C. Drug 2: C#Cc1cccc(Nc2ncnc3cc(OCCOC)c(OCCOC)cc23)c1. Cell line: MDAMB436. Synergy scores: synergy=5.84. (2) Drug 1: C#Cc1cccc(Nc2ncnc3cc(OCCOC)c(OCCOC)cc23)c1. Drug 2: CCC1(O)C(=O)OCc2c1cc1n(c2=O)Cc2cc3c(CN(C)C)c(O)ccc3nc2-1. Cell line: KPL1. Synergy scores: synergy=27.6. (3) Drug 1: Cc1nc(Nc2ncc(C(=O)Nc3c(C)cccc3Cl)s2)cc(N2CCN(CCO)CC2)n1. Drug 2: CCC1(O)C(=O)OCc2c1cc1n(c2=O)Cc2cc3c(CN(C)C)c(O)ccc3nc2-1. Cell line: HCT116. Synergy scores: synergy=6.49. (4) Drug 1: Cn1nnc2c(C(N)=O)ncn2c1=O. Drug 2: COC1=C2CC(C)CC(OC)C(O)C(C)C=C(C)C(OC(N)=O)C(OC)C=CC=C(C)C(=O)NC(=CC1=O)C2=O. Cell line: NCIH520. Synergy scores: synergy=-10.3. (5) Drug 1: CCN(CC)CCNC(=O)c1c(C)[nH]c(C=C2C(=O)Nc3ccc(F)cc32)c1C. Drug 2: C#Cc1cccc(Nc2ncnc3cc(OCCOC)c(OCCOC)cc23)c1. Cell line: NCIH520. Synergy scores: synergy=15.0. (6) Drug 2: N#Cc1ccc(Cn2cncc2CN2CCN(c3cccc(Cl)c3)C(=O)C2)cc1. Synergy scores: synergy=-6.24. Cell line: KPL1. Drug 1: CN1C(=O)C=CC2(C)C3CCC4(C)C(NC(=O)OCC(F)(F)F)CCC4C3CCC12.